This data is from Full USPTO retrosynthesis dataset with 1.9M reactions from patents (1976-2016). The task is: Predict the reactants needed to synthesize the given product. (1) Given the product [ClH:40].[F:1][C:2]1[C:3]([CH2:24][NH:25][CH3:26])=[CH:4][N:5]([S:14]([C:17]2[CH:22]=[CH:21][CH:20]=[C:19]([CH3:23])[N:18]=2)(=[O:16])=[O:15])[C:6]=1[C:7]1[C:8]([F:13])=[N:9][CH:10]=[CH:11][CH:12]=1, predict the reactants needed to synthesize it. The reactants are: [F:1][C:2]1[C:3]([CH2:24][N:25](C)[C:26](=O)OC(C)(C)C)=[CH:4][N:5]([S:14]([C:17]2[CH:22]=[CH:21][CH:20]=[C:19]([CH3:23])[N:18]=2)(=[O:16])=[O:15])[C:6]=1[C:7]1[C:8]([F:13])=[N:9][CH:10]=[CH:11][CH:12]=1.C(OCC)(=O)C.[ClH:40]. (2) Given the product [Cl:8][C:9]1[CH:10]=[C:11]([N:16]2[CH2:42][CH2:41][N:20]([CH2:21][CH2:22][CH2:23][CH2:24][N:25]3[CH2:32][CH2:31][C:28]4([CH2:29][CH2:30]4)[C@H:27]([OH:33])[CH2:26]3)[C:18](=[O:19])[C@@H:17]2[CH3:47])[CH:12]=[CH:13][C:14]=1[Cl:15], predict the reactants needed to synthesize it. The reactants are: FC(F)(F)C(O)=O.[Cl:8][C:9]1[CH:10]=[C:11]([NH:16][C@@H:17]([CH3:47])[C:18]([N:20]([CH2:41][CH:42](OC)OC)[CH2:21][CH2:22][CH2:23][CH2:24][N:25]2[CH2:32][CH2:31][C:28]3([CH2:30][CH2:29]3)[C@H:27]([O:33][Si](CC)(CC)CC)[CH2:26]2)=[O:19])[CH:12]=[CH:13][C:14]=1[Cl:15].C([SiH](CC)CC)C.C(N(CC)CC)C. (3) Given the product [NH2:1][C:2]1[N:3]=[CH:4][C:5]([C:8]2[N:9]=[C:10]([N:27]3[CH2:32][CH2:31][O:30][CH2:29][CH2:28]3)[C:11]3[S:16][C:15]([C:17]4[CH:18]=[C:19]([CH:23]=[CH:24][CH:25]=4)[C:20]([NH:36][CH2:35][CH2:33][OH:34])=[O:21])=[C:14]([CH3:26])[C:12]=3[N:13]=2)=[CH:6][N:7]=1, predict the reactants needed to synthesize it. The reactants are: [NH2:1][C:2]1[N:7]=[CH:6][C:5]([C:8]2[N:9]=[C:10]([N:27]3[CH2:32][CH2:31][O:30][CH2:29][CH2:28]3)[C:11]3[S:16][C:15]([C:17]4[CH:18]=[C:19]([CH:23]=[CH:24][CH:25]=4)[C:20](O)=[O:21])=[C:14]([CH3:26])[C:12]=3[N:13]=2)=[CH:4][N:3]=1.[CH2:33]([CH2:35][NH2:36])[OH:34]. (4) Given the product [ClH:39].[NH2:29][C:27]1[CH:26]=[CH:25][C:23]2[NH:24][C:19]([C:3]3[C:4](=[O:18])[C:5]([CH3:17])([CH2:12][CH2:13][CH:14]([CH3:16])[CH3:15])[C:6]4[C:11]([C:2]=3[OH:1])=[CH:10][CH:9]=[CH:8][CH:7]=4)=[N:20][S:21](=[O:38])(=[O:37])[C:22]=2[CH:28]=1, predict the reactants needed to synthesize it. The reactants are: [OH:1][C:2]1[C:11]2[C:6](=[CH:7][CH:8]=[CH:9][CH:10]=2)[C:5]([CH3:17])([CH2:12][CH2:13][CH:14]([CH3:16])[CH3:15])[C:4](=[O:18])[C:3]=1[C:19]1[NH:24][C:23]2[CH:25]=[CH:26][C:27]([NH:29]C(=O)OC(C)(C)C)=[CH:28][C:22]=2[S:21](=[O:38])(=[O:37])[N:20]=1.[ClH:39]. (5) Given the product [C:1]([C@H:5]1[CH2:10][CH2:9][C@H:8]([NH:11][C:12]2[N:13]=[CH:14][C:15]3[C:20]([C:21]=2[Cl:33])=[CH:19][C:18]([C:22]([O:24][CH3:25])=[O:23])=[CH:17][CH:16]=3)[CH2:7][CH2:6]1)([CH3:4])([CH3:2])[CH3:3], predict the reactants needed to synthesize it. The reactants are: [C:1]([C@H:5]1[CH2:10][CH2:9][C@H:8]([NH:11][C:12]2[N:13]=[CH:14][C:15]3[C:20]([CH:21]=2)=[CH:19][C:18]([C:22]([O:24][CH3:25])=[O:23])=[CH:17][CH:16]=3)[CH2:7][CH2:6]1)([CH3:4])([CH3:3])[CH3:2].C1C(=O)N([Cl:33])C(=O)C1. (6) Given the product [Cl:15][C:16]1[C:22]([O:23][CH3:24])=[CH:21][C:20]([O:25][CH3:26])=[C:19]([F:27])[C:17]=1[NH:18][CH2:10][C:9]1[CH:8]=[N:7][C:6]2[NH:12][CH:13]=[CH:14][C:5]=2[C:4]=1[NH:3][CH2:1][CH3:2], predict the reactants needed to synthesize it. The reactants are: [CH2:1]([NH:3][C:4]1[C:9]([CH:10]=O)=[CH:8][N:7]=[C:6]2[NH:12][CH:13]=[CH:14][C:5]=12)[CH3:2].[Cl:15][C:16]1[C:22]([O:23][CH3:24])=[CH:21][C:20]([O:25][CH3:26])=[C:19]([F:27])[C:17]=1[NH2:18].CC1(C)C2CC[C@@]1(CS(O)(=O)=O)C(=O)C2.C1(C)C=CC=CC=1.[AlH4-].[Li+]. (7) Given the product [C:1]([C:5]1[N:10]=[CH:9][C:8]([C:11]2[N:12]([C:32]([N:45]3[CH2:46][CH2:47][N:42]([S:39]([CH3:38])(=[O:41])=[O:40])[CH2:43][CH2:44]3)=[O:33])[C@@:13]([C:25]3[CH:26]=[CH:27][C:28]([Cl:31])=[CH:29][CH:30]=3)([CH3:24])[C@@:14]([C:17]3[CH:18]=[CH:19][C:20]([Cl:23])=[CH:21][CH:22]=3)([CH3:16])[N:15]=2)=[C:7]([O:35][CH2:36][CH3:37])[CH:6]=1)([CH3:2])([CH3:3])[CH3:4], predict the reactants needed to synthesize it. The reactants are: [C:1]([C:5]1[N:10]=[CH:9][C:8]([C:11]2[N:12]([C:32](Cl)=[O:33])[C@@:13]([C:25]3[CH:30]=[CH:29][C:28]([Cl:31])=[CH:27][CH:26]=3)([CH3:24])[C@@:14]([C:17]3[CH:22]=[CH:21][C:20]([Cl:23])=[CH:19][CH:18]=3)([CH3:16])[N:15]=2)=[C:7]([O:35][CH2:36][CH3:37])[CH:6]=1)([CH3:4])([CH3:3])[CH3:2].[CH3:38][S:39]([N:42]1[CH2:47][CH2:46][NH:45][CH2:44][CH2:43]1)(=[O:41])=[O:40].